This data is from Reaction yield outcomes from USPTO patents with 853,638 reactions. The task is: Predict the reaction yield, written as a fraction of the theoretical maximum amount of product (1.0 means a 100% yield; for example, 0.34 means a 34% yield). (1) The product is [C:1]([CH:5]1[CH2:13][C:12]2[C:7](=[CH:8][C:9]([N+:14]([O-:16])=[O:15])=[CH:10][CH:11]=2)[NH:6]1)([CH3:4])([CH3:2])[CH3:3]. The yield is 0.310. The catalyst is OS(O)(=O)=O. The reactants are [C:1]([CH:5]1[CH2:13][C:12]2[C:7](=[CH:8][CH:9]=[CH:10][CH:11]=2)[NH:6]1)([CH3:4])([CH3:3])[CH3:2].[N+:14]([O-])([O-:16])=[O:15].[K+].C([O-])([O-])=O.[Na+].[Na+]. (2) The reactants are [CH2:1]([NH2:8])[C:2]1[CH:7]=[CH:6][CH:5]=[CH:4][CH:3]=1.C([O-])([O-])OC.[CH3:14][O:15][C:16](=[O:25])[C:17]([CH3:24])([CH3:23])[CH2:18][CH2:19][CH2:20][CH:21]=O. No catalyst specified. The product is [CH3:14][O:15][C:16](=[O:25])[C:17]([CH3:24])([CH3:23])[CH2:18][CH2:19][CH2:20][CH2:21][NH:8][CH2:1][C:2]1[CH:7]=[CH:6][CH:5]=[CH:4][CH:3]=1. The yield is 0.130. (3) The reactants are [F:1][C:2]([F:9])([CH3:8])[C:3](=O)[CH2:4][C:5]#[N:6].Cl.[C:11]1([NH:17][NH2:18])[CH:16]=[CH:15][CH:14]=[CH:13][CH:12]=1. The catalyst is C(O)C. The product is [F:1][C:2]([C:3]1[CH:4]=[C:5]([NH2:6])[N:17]([C:11]2[CH:16]=[CH:15][CH:14]=[CH:13][CH:12]=2)[N:18]=1)([F:9])[CH3:8]. The yield is 0.310. (4) The reactants are CC([PH+](C(C)(C)C)CCCS([O-])(=O)=O)(C)C.[Cl:17][C:18]1[CH:19]=[C:20](B(O)O)[CH:21]=[N:22][CH:23]=1.Br[C:28]1[CH:37]=[C:36]2[C:31]([CH2:32][CH2:33][CH2:34][C:35]32[N:41]=[C:40]([NH2:42])[C:39]([CH3:43])=[N:38]3)=[CH:30][CH:29]=1.CC1CCCO1.C([O-])([O-])=O.[K+].[K+]. The catalyst is [Na+].[Na+].Cl[Pd+2](Cl)(Cl)Cl. The product is [Cl:17][C:18]1[CH:19]=[C:20]([C:28]2[CH:37]=[C:36]3[C:31]([CH2:32][CH2:33][CH2:34][C:35]43[N:41]=[C:40]([NH2:42])[C:39]([CH3:43])=[N:38]4)=[CH:30][CH:29]=2)[CH:21]=[N:22][CH:23]=1. The yield is 0.330. (5) The reactants are [OH:1][C:2]1[CH:3]=[C:4]([CH:7]=[CH:8][CH:9]=1)[CH:5]=[O:6].[H-].[Na+].Br[CH2:13][CH:14]1[CH2:16][O:15]1. The catalyst is CN(C=O)C. The product is [O:15]1[CH2:16][CH:14]1[CH2:13][O:1][C:2]1[CH:3]=[C:4]([CH:7]=[CH:8][CH:9]=1)[CH:5]=[O:6]. The yield is 0.720. (6) The reactants are [Cl:1][CH2:2]C(CCl)=O.[CH2:7]([O:14][C:15]([NH:17][C@H:18]([C:26]([OH:28])=O)[CH2:19][C:20]1[CH:25]=[CH:24][CH:23]=[CH:22][CH:21]=1)=[O:16])[C:8]1[CH:13]=[CH:12][CH:11]=[CH:10][CH:9]=1.[BH4-].[Na+]. The product is [CH2:7]([O:14][C:15]([NH:17][C@@H:18]([CH2:19][C:20]1[CH:21]=[CH:22][CH:23]=[CH:24][CH:25]=1)[C@H:26]([OH:28])[CH2:2][Cl:1])=[O:16])[C:8]1[CH:9]=[CH:10][CH:11]=[CH:12][CH:13]=1. The yield is 0.430. The catalyst is CO.O1CCCC1. (7) The reactants are Br[C:2]1[C:3]([O:8][C:9]2[CH:10]=[CH:11][C:12]3[N:16]=[C:15]([CH2:17][O:18][C:19]4[CH:20]=[C:21]([CH:26]=[CH:27][CH:28]=4)[C:22]([O:24][CH3:25])=[O:23])[N:14]([CH3:29])[C:13]=3[CH:30]=2)=[N:4][CH:5]=[CH:6][CH:7]=1.[CH2:31](B(CC)CC)[CH3:32].C(=O)([O-])[O-].[K+].[K+].O. The catalyst is CN(C=O)C.C1C=CC(P(C2C=CC=CC=2)[C-]2C=CC=C2)=CC=1.C1C=CC(P(C2C=CC=CC=2)[C-]2C=CC=C2)=CC=1.Cl[Pd]Cl.[Fe+2].ClCCl. The product is [CH2:31]([C:2]1[C:3]([O:8][C:9]2[CH:10]=[CH:11][C:12]3[N:16]=[C:15]([CH2:17][O:18][C:19]4[CH:20]=[C:21]([CH:26]=[CH:27][CH:28]=4)[C:22]([O:24][CH3:25])=[O:23])[N:14]([CH3:29])[C:13]=3[CH:30]=2)=[N:4][CH:5]=[CH:6][CH:7]=1)[CH3:32]. The yield is 0.510.